From a dataset of NCI-60 drug combinations with 297,098 pairs across 59 cell lines. Regression. Given two drug SMILES strings and cell line genomic features, predict the synergy score measuring deviation from expected non-interaction effect. (1) Drug 1: C(=O)(N)NO. Drug 2: C1CNP(=O)(OC1)N(CCCl)CCCl. Cell line: UACC62. Synergy scores: CSS=-0.194, Synergy_ZIP=0.0243, Synergy_Bliss=0.438, Synergy_Loewe=-2.14, Synergy_HSA=-1.05. (2) Drug 1: C1=CC(=CC=C1CCC2=CNC3=C2C(=O)NC(=N3)N)C(=O)NC(CCC(=O)O)C(=O)O. Drug 2: C#CCC(CC1=CN=C2C(=N1)C(=NC(=N2)N)N)C3=CC=C(C=C3)C(=O)NC(CCC(=O)O)C(=O)O. Cell line: NCI/ADR-RES. Synergy scores: CSS=14.4, Synergy_ZIP=-2.66, Synergy_Bliss=-1.98, Synergy_Loewe=-1.57, Synergy_HSA=-1.55. (3) Drug 1: CCCCC(=O)OCC(=O)C1(CC(C2=C(C1)C(=C3C(=C2O)C(=O)C4=C(C3=O)C=CC=C4OC)O)OC5CC(C(C(O5)C)O)NC(=O)C(F)(F)F)O. Drug 2: C1C(C(OC1N2C=NC(=NC2=O)N)CO)O. Cell line: HL-60(TB). Synergy scores: CSS=39.4, Synergy_ZIP=-1.31, Synergy_Bliss=-2.45, Synergy_Loewe=-3.61, Synergy_HSA=-2.79. (4) Drug 1: C1CCC(C1)C(CC#N)N2C=C(C=N2)C3=C4C=CNC4=NC=N3. Drug 2: C1=CC(=CC=C1CCC2=CNC3=C2C(=O)NC(=N3)N)C(=O)NC(CCC(=O)O)C(=O)O. Cell line: M14. Synergy scores: CSS=19.3, Synergy_ZIP=5.73, Synergy_Bliss=4.16, Synergy_Loewe=-19.4, Synergy_HSA=-3.14. (5) Drug 1: CN(CCCl)CCCl.Cl. Drug 2: C1C(C(OC1N2C=NC3=C2NC=NCC3O)CO)O. Cell line: SW-620. Synergy scores: CSS=29.7, Synergy_ZIP=-5.91, Synergy_Bliss=-1.88, Synergy_Loewe=-5.10, Synergy_HSA=-2.08. (6) Drug 1: CC1=C2C(C(=O)C3(C(CC4C(C3C(C(C2(C)C)(CC1OC(=O)C(C(C5=CC=CC=C5)NC(=O)OC(C)(C)C)O)O)OC(=O)C6=CC=CC=C6)(CO4)OC(=O)C)O)C)O. Drug 2: CC1C(C(CC(O1)OC2CC(CC3=C2C(=C4C(=C3O)C(=O)C5=CC=CC=C5C4=O)O)(C(=O)C)O)N)O. Cell line: HCC-2998. Synergy scores: CSS=78.1, Synergy_ZIP=-1.10, Synergy_Bliss=1.60, Synergy_Loewe=3.64, Synergy_HSA=5.11. (7) Drug 1: CN1C(=O)N2C=NC(=C2N=N1)C(=O)N. Drug 2: CC1CCCC2(C(O2)CC(NC(=O)CC(C(C(=O)C(C1O)C)(C)C)O)C(=CC3=CSC(=N3)C)C)C. Cell line: U251. Synergy scores: CSS=39.1, Synergy_ZIP=-0.215, Synergy_Bliss=-3.91, Synergy_Loewe=-16.7, Synergy_HSA=-3.33. (8) Drug 1: C1=C(C(=O)NC(=O)N1)F. Drug 2: CC1CCCC2(C(O2)CC(NC(=O)CC(C(C(=O)C(C1O)C)(C)C)O)C(=CC3=CSC(=N3)C)C)C. Cell line: HT29. Synergy scores: CSS=37.0, Synergy_ZIP=-0.163, Synergy_Bliss=-4.42, Synergy_Loewe=-3.22, Synergy_HSA=-3.21.